This data is from Reaction yield outcomes from USPTO patents with 853,638 reactions. The task is: Predict the reaction yield, written as a fraction of the theoretical maximum amount of product (1.0 means a 100% yield; for example, 0.34 means a 34% yield). (1) The reactants are [CH3:1][O:2][C:3](=[O:21])[C:4]1[CH:9]=[C:8]([Br:10])[CH:7]=[C:6]([N+:11]([O-:13])=[O:12])[C:5]=1[NH:14]C(=O)C(F)(F)F.Cl. The catalyst is CO. The product is [CH3:1][O:2][C:3](=[O:21])[C:4]1[CH:9]=[C:8]([Br:10])[CH:7]=[C:6]([N+:11]([O-:13])=[O:12])[C:5]=1[NH2:14]. The yield is 0.840. (2) The reactants are Cl.[NH2:2][CH2:3][C:4]1[CH:5]=[C:6]2[C:11](=[CH:12][CH:13]=1)[N:10]=[C:9]([CH3:14])[N:8]([CH:15]1[CH2:20][CH2:19][C:18](=[O:21])[NH:17][C:16]1=[O:22])[C:7]2=[O:23].C(N(CC)CC)C.[Cl:31][C:32]1[CH:33]=[C:34]([N:39]=[C:40]=[O:41])[CH:35]=[CH:36][C:37]=1[CH3:38]. The catalyst is C1COCC1. The product is [Cl:31][C:32]1[CH:33]=[C:34]([NH:39][C:40]([NH:2][CH2:3][C:4]2[CH:5]=[C:6]3[C:11](=[CH:12][CH:13]=2)[N:10]=[C:9]([CH3:14])[N:8]([CH:15]2[CH2:20][CH2:19][C:18](=[O:21])[NH:17][C:16]2=[O:22])[C:7]3=[O:23])=[O:41])[CH:35]=[CH:36][C:37]=1[CH3:38]. The yield is 0.700. (3) The reactants are Cl[C:2]1[C:11]2[C:6](=[CH:7][C:8]([O:20][CH3:21])=[CH:9][C:10]=2[O:12][CH:13]2[CH2:18][CH2:17][N:16]([CH3:19])[CH2:15][CH2:14]2)[N:5]=[CH:4][N:3]=1.[F:22][C:23]1[CH:24]=[C:25]([CH:27]=[CH:28][CH:29]=1)[NH2:26]. No catalyst specified. The product is [F:22][C:23]1[CH:24]=[C:25]([CH:27]=[CH:28][CH:29]=1)[NH:26][C:2]1[C:11]2[C:6](=[CH:7][C:8]([O:20][CH3:21])=[CH:9][C:10]=2[O:12][CH:13]2[CH2:18][CH2:17][N:16]([CH3:19])[CH2:15][CH2:14]2)[N:5]=[CH:4][N:3]=1. The yield is 0.410. (4) The reactants are [Cl:1][CH2:2][C:3]([C:5]1[CH:10]=[C:9]([Cl:11])[C:8]([OH:12])=[CH:7][C:6]=1[F:13])=O.C([SiH](CC)CC)C. The catalyst is FC(F)(F)C(O)=O. The product is [Cl:11][C:9]1[CH:10]=[C:5]([CH2:3][CH2:2][Cl:1])[C:6]([F:13])=[CH:7][C:8]=1[OH:12]. The yield is 0.420. (5) The reactants are [F:1][C:2]1[CH:3]=[C:4]([CH:6]=[CH:7][C:8]=1[B:9]1[O:13][C:12]([CH3:15])([CH3:14])[C:11]([CH3:17])([CH3:16])[O:10]1)[NH2:5].[CH2:18]([N:20]=[C:21]=[O:22])[CH3:19].[N-]=C=O. The catalyst is C(Cl)Cl. The product is [CH2:18]([NH:20][C:21]([NH:5][C:4]1[CH:6]=[CH:7][C:8]([B:9]2[O:13][C:12]([CH3:15])([CH3:14])[C:11]([CH3:17])([CH3:16])[O:10]2)=[C:2]([F:1])[CH:3]=1)=[O:22])[CH3:19]. The yield is 0.540.